This data is from Full USPTO retrosynthesis dataset with 1.9M reactions from patents (1976-2016). The task is: Predict the reactants needed to synthesize the given product. (1) Given the product [CH3:1][N:16]1[C:15]([C:17]#[N:18])=[C:14]([C:19]#[N:20])[N:13]=[C:12]1[CH:10]=[CH2:11], predict the reactants needed to synthesize it. The reactants are: [C:1](C1NC=NC=1C#N)#N.[CH:10]([C:12]1[NH:13][C:14]([C:19]#[N:20])=[C:15]([C:17]#[N:18])[N:16]=1)=[CH2:11].S(OC)(OC)(=O)=O. (2) The reactants are: [O:1]1[C:5]2[CH:6]=[CH:7][C:8]([C:10]3[C:19]4[C:20](=[O:23])[O:21][CH2:22][C:18]=4[C:17]([OH:24])=[C:16]4[C:11]=3[CH:12]=[C:13]([O:27][CH3:28])[C:14]([O:25][CH3:26])=[CH:15]4)=[CH:9][C:4]=2[O:3][CH2:2]1.IC.[C:31](=O)([O-])[O-].[K+].[K+].[Cl-].[NH4+]. Given the product [O:1]1[C:5]2[CH:6]=[CH:7][C:8]([C:10]3[C:19]4[C:20](=[O:23])[O:21][CH2:22][C:18]=4[C:17]([O:24][CH3:31])=[C:16]4[C:11]=3[CH:12]=[C:13]([O:27][CH3:28])[C:14]([O:25][CH3:26])=[CH:15]4)=[CH:9][C:4]=2[O:3][CH2:2]1, predict the reactants needed to synthesize it. (3) Given the product [O:17]=[C:18]1[C:26]2[C:21](=[CH:22][CH:23]=[CH:24][CH:25]=2)[C:20](=[O:27])[N:19]1[CH2:28][CH2:29][CH2:30][CH2:31][NH:1][C@@H:2]1[CH2:7][CH2:6][CH2:5][N:4]([C:8]([NH:10][C:11]2[CH:16]=[CH:15][CH:14]=[CH:13][CH:12]=2)=[O:9])[CH2:3]1, predict the reactants needed to synthesize it. The reactants are: [NH2:1][C@@H:2]1[CH2:7][CH2:6][CH2:5][N:4]([C:8]([NH:10][C:11]2[CH:16]=[CH:15][CH:14]=[CH:13][CH:12]=2)=[O:9])[CH2:3]1.[O:17]=[C:18]1[C:26]2[C:21](=[CH:22][CH:23]=[CH:24][CH:25]=2)[C:20](=[O:27])[N:19]1[CH2:28][CH2:29][CH2:30][CH:31]=O.[BH-](OC(C)=O)(OC(C)=O)OC(C)=O.[Na+].[OH-].[Na+]. (4) Given the product [OH:2][C:3]1[CH:12]=[CH:11][C:10]2[C:9](=[O:13])[NH:8][CH2:7][CH2:6][C:5]=2[N:4]=1, predict the reactants needed to synthesize it. The reactants are: C[O:2][C:3]1[CH:12]=[CH:11][C:10]2[C:9](=[O:13])[NH:8][CH2:7][CH2:6][C:5]=2[N:4]=1. (5) Given the product [Cl:1][C:2]1[CH:7]=[C:6]([C:8]([F:11])([F:10])[F:9])[CH:5]=[CH:4][C:3]=1[NH:12][C:13](=[O:14])[NH:36][C:33]1[CH:34]=[CH:35][C:30]([C:27]2[S:26][C:25]([C:23]([NH:22][C@@H:17]([CH:16]([CH3:39])[CH3:15])[C:18]([O:20][CH3:21])=[O:19])=[O:24])=[N:29][CH:28]=2)=[CH:31][CH:32]=1, predict the reactants needed to synthesize it. The reactants are: [Cl:1][C:2]1[CH:7]=[C:6]([C:8]([F:11])([F:10])[F:9])[CH:5]=[CH:4][C:3]=1[N:12]=[C:13]=[O:14].[CH3:15][CH:16]([CH3:39])[CH:17]([NH:22][C:23]([C:25]1[S:26][C:27]([C:30]2[CH:35]=[CH:34][C:33]([N+:36]([O-])=O)=[CH:32][CH:31]=2)=[CH:28][N:29]=1)=[O:24])[C:18]([O:20][CH3:21])=[O:19].